Dataset: NCI-60 drug combinations with 297,098 pairs across 59 cell lines. Task: Regression. Given two drug SMILES strings and cell line genomic features, predict the synergy score measuring deviation from expected non-interaction effect. Drug 1: C1=NC2=C(N1)C(=S)N=C(N2)N. Drug 2: CCN(CC)CCNC(=O)C1=C(NC(=C1C)C=C2C3=C(C=CC(=C3)F)NC2=O)C. Cell line: NCI-H460. Synergy scores: CSS=33.1, Synergy_ZIP=1.50, Synergy_Bliss=1.37, Synergy_Loewe=-6.69, Synergy_HSA=0.0752.